This data is from NCI-60 drug combinations with 297,098 pairs across 59 cell lines. The task is: Regression. Given two drug SMILES strings and cell line genomic features, predict the synergy score measuring deviation from expected non-interaction effect. (1) Drug 1: CS(=O)(=O)OCCCCOS(=O)(=O)C. Drug 2: CN(C(=O)NC(C=O)C(C(C(CO)O)O)O)N=O. Cell line: MCF7. Synergy scores: CSS=1.30, Synergy_ZIP=1.44, Synergy_Bliss=3.02, Synergy_Loewe=-1.42, Synergy_HSA=0.763. (2) Drug 1: CN1CCC(CC1)COC2=C(C=C3C(=C2)N=CN=C3NC4=C(C=C(C=C4)Br)F)OC. Drug 2: C1=CC(=C2C(=C1NCCNCCO)C(=O)C3=C(C=CC(=C3C2=O)O)O)NCCNCCO. Cell line: K-562. Synergy scores: CSS=78.8, Synergy_ZIP=11.9, Synergy_Bliss=6.63, Synergy_Loewe=1.41, Synergy_HSA=8.56. (3) Drug 1: C1=NC2=C(N=C(N=C2N1C3C(C(C(O3)CO)O)F)Cl)N. Drug 2: COCCOC1=C(C=C2C(=C1)C(=NC=N2)NC3=CC=CC(=C3)C#C)OCCOC.Cl. Cell line: RXF 393. Synergy scores: CSS=0.00250, Synergy_ZIP=-0.619, Synergy_Bliss=-2.74, Synergy_Loewe=0.0570, Synergy_HSA=-3.08. (4) Drug 1: CC(C1=C(C=CC(=C1Cl)F)Cl)OC2=C(N=CC(=C2)C3=CN(N=C3)C4CCNCC4)N. Drug 2: CC1=C(C(=O)C2=C(C1=O)N3CC4C(C3(C2COC(=O)N)OC)N4)N. Cell line: NCI-H460. Synergy scores: CSS=38.7, Synergy_ZIP=-6.83, Synergy_Bliss=-12.4, Synergy_Loewe=-24.0, Synergy_HSA=-11.2.